This data is from Peptide-MHC class II binding affinity with 134,281 pairs from IEDB. The task is: Regression. Given a peptide amino acid sequence and an MHC pseudo amino acid sequence, predict their binding affinity value. This is MHC class II binding data. (1) The peptide sequence is LGTFDTTQIIKLLPF. The MHC is DRB1_0401 with pseudo-sequence DRB1_0401. The binding affinity (normalized) is 0.155. (2) The peptide sequence is AIDLPTHENHGLKTR. The MHC is H-2-IEd with pseudo-sequence H-2-IEd. The binding affinity (normalized) is 0.0287. (3) The peptide sequence is GELQIVDKIDAAFKP. The MHC is DRB1_1201 with pseudo-sequence DRB1_1201. The binding affinity (normalized) is 0.154.